From a dataset of Retrosynthesis with 50K atom-mapped reactions and 10 reaction types from USPTO. Predict the reactants needed to synthesize the given product. (1) The reactants are: CCc1ccc2c(c1)CC(=O)N2.Cc1c(CCC(=O)O)c[nH]c1C=O. Given the product CCc1ccc2c(c1)C(=Cc1[nH]cc(CCC(=O)O)c1C)C(=O)N2, predict the reactants needed to synthesize it. (2) Given the product Nc1cccc2cc(S(=O)(=O)c3ccccc3)cnc12, predict the reactants needed to synthesize it. The reactants are: O=[N+]([O-])c1cccc2cc(S(=O)(=O)c3ccccc3)cnc12. (3) Given the product Cc1ccc(S(=O)(=O)OCCOc2ccc([N+](=O)[O-])c(CS(=O)(=O)c3ccccc3)c2)cc1, predict the reactants needed to synthesize it. The reactants are: Cc1ccc(S(=O)(=O)Cl)cc1.O=[N+]([O-])c1ccc(OCCO)cc1CS(=O)(=O)c1ccccc1. (4) Given the product O=C(C=Cc1cccnc1)NCCCCC1CCN(S(=O)(=O)c2ccc3ccccc3c2)CC1, predict the reactants needed to synthesize it. The reactants are: O=C(C=Cc1cccnc1)NCCCCC1CCNCC1.O=S(=O)(O)c1ccc2ccccc2c1. (5) Given the product COC(=O)c1ccccc1Sc1ccccc1OC, predict the reactants needed to synthesize it. The reactants are: COc1ccccc1Sc1ccccc1C(=O)O.O=C([O-])O. (6) The reactants are: COC(=O)c1csc2ccccc12. Given the product O=C(O)c1csc2ccccc12, predict the reactants needed to synthesize it.